This data is from Catalyst prediction with 721,799 reactions and 888 catalyst types from USPTO. The task is: Predict which catalyst facilitates the given reaction. (1) Reactant: [F:1][C:2]1([F:14])[O:6][C:5]2[CH:7]=[C:8]([O:12][CH3:13])[C:9](N)=[CH:10][C:4]=2[O:3]1.Cl.N([O-])=O.[Na+].[I-:20].[Na+].OS([O-])=O.[Na+]. Product: [F:1][C:2]1([F:14])[O:6][C:5]2[CH:7]=[C:8]([O:12][CH3:13])[C:9]([I:20])=[CH:10][C:4]=2[O:3]1. The catalyst class is: 46. (2) Reactant: [Cl:1][C:2]1[CH:3]=[C:4]([NH:22][C:23]([C:25]2[S:29][C:28]3[CH:30]=[CH:31][C:32]([NH:34][S:35]([CH3:38])(=[O:37])=[O:36])=[CH:33][C:27]=3[CH:26]=2)=[O:24])[CH:5]=[C:6]([C:8]([C:11]2[CH:16]=[C:15]([CH3:17])[CH:14]=[C:13]([O:18][CH:19]([CH3:21])[CH3:20])[CH:12]=2)([CH3:10])[CH3:9])[CH:7]=1.C1C(=O)N([Br:46])C(=O)C1.CC(N=NC(C#N)(C)C)(C#N)C.O. Product: [Br:46][C:33]1[C:27]2[CH:26]=[C:25]([C:23]([NH:22][C:4]3[CH:5]=[C:6]([C:8]([C:11]4[CH:16]=[C:15]([CH3:17])[CH:14]=[C:13]([O:18][CH:19]([CH3:21])[CH3:20])[CH:12]=4)([CH3:9])[CH3:10])[CH:7]=[C:2]([Cl:1])[CH:3]=3)=[O:24])[S:29][C:28]=2[CH:30]=[CH:31][C:32]=1[NH:34][S:35]([CH3:38])(=[O:37])=[O:36]. The catalyst class is: 12. (3) The catalyst class is: 101. Product: [C:57](=[O:77])([O:72][C:73]([CH3:76])([CH3:75])[CH3:74])[O:58][C:59]1[C:64]([O:65][CH3:66])=[CH:63][C:62]([C:67]#[N:68])=[C:61]([NH:10][CH2:3][C:4]2[CH:9]=[CH:8][CH:7]=[CH:6][CH:5]=2)[C:60]=1[C:70]#[N:71]. Reactant: [H-].[Na+].[CH2:3]([NH2:10])[C:4]1[CH:9]=[CH:8][CH:7]=[CH:6][CH:5]=1.C1(P(C2C=CC=CC=2)C2C=CC3C(=CC=CC=3)C=2C2C3C(=CC=CC=3)C=CC=2P(C2C=CC=CC=2)C2C=CC=CC=2)C=CC=CC=1.[C:57](=[O:77])([O:72][C:73]([CH3:76])([CH3:75])[CH3:74])[O:58][C:59]1[C:64]([O:65][CH3:66])=[CH:63][C:62]([C:67]#[N:68])=[C:61](Br)[C:60]=1[C:70]#[N:71].Cl. (4) Reactant: [CH3:1][O:2][CH2:3][O:4][C:5]1[CH:10]=[CH:9][CH:8]=[CH:7][C:6]=1[SH:11].C(=O)([O-])[O-].[K+].[K+].CN(C)C=O.Br[C:24]1[N:29]=[C:28]([CH:30]=[O:31])[CH:27]=[CH:26][CH:25]=1. Product: [CH3:1][O:2][CH2:3][O:4][C:5]1[CH:10]=[CH:9][CH:8]=[CH:7][C:6]=1[S:11][C:24]1[N:29]=[C:28]([CH:30]=[O:31])[CH:27]=[CH:26][CH:25]=1. The catalyst class is: 84. (5) Reactant: N1CCCC1.[F:6][C:7]1[C:8]([OH:16])=[C:9]([C:13](=[O:15])[CH3:14])[CH:10]=[CH:11][CH:12]=1.[O:17]1[CH2:22][CH2:21][C:20](=O)[CH2:19][CH2:18]1.Cl. Product: [F:6][C:7]1[CH:12]=[CH:11][CH:10]=[C:9]2[C:8]=1[O:16][C:20]1([CH2:21][CH2:22][O:17][CH2:18][CH2:19]1)[CH2:14][C:13]2=[O:15]. The catalyst class is: 11. (6) Product: [Br:17][C:14]1[N:12]2[CH:13]=[C:8]([C:4]3[CH:5]=[CH:6][CH:7]=[C:2]([F:1])[CH:3]=3)[CH:9]=[CH:10][C:11]2=[N:16][CH:15]=1. Reactant: [F:1][C:2]1[CH:3]=[C:4]([C:8]2[CH:9]=[CH:10][C:11]3[N:12]([CH:14]=[CH:15][N:16]=3)[CH:13]=2)[CH:5]=[CH:6][CH:7]=1.[Br:17]Br.O. The catalyst class is: 8. (7) Reactant: [C:1]([CH:6]=[P:7]([C:20]1[CH:25]=[CH:24][CH:23]=[CH:22][CH:21]=1)([C:14]1[CH:19]=[CH:18][CH:17]=[CH:16][CH:15]=1)[C:8]1[CH:13]=[CH:12][CH:11]=[CH:10][CH:9]=1)([O:3][CH2:4][CH3:5])=[O:2].C/C(/O[Si](C)(C)C)=N\[Si](C)(C)C.[C:38](Cl)(=[O:47])[C:39]1[CH:44]=[CH:43][C:42]([O:45][CH3:46])=[CH:41][CH:40]=1. Product: [CH3:46][O:45][C:42]1[CH:43]=[CH:44][C:39]([C:38](=[O:47])[C:6](=[P:7]([C:20]2[CH:25]=[CH:24][CH:23]=[CH:22][CH:21]=2)([C:8]2[CH:13]=[CH:12][CH:11]=[CH:10][CH:9]=2)[C:14]2[CH:15]=[CH:16][CH:17]=[CH:18][CH:19]=2)[C:1]([O:3][CH2:4][CH3:5])=[O:2])=[CH:40][CH:41]=1. The catalyst class is: 2.